Dataset: Full USPTO retrosynthesis dataset with 1.9M reactions from patents (1976-2016). Task: Predict the reactants needed to synthesize the given product. (1) The reactants are: [CH2:1]([O:3][C:4]([N:6]1[C:15]2[C:10](=[N:11][C:12]([O:16][CH3:17])=[CH:13][CH:14]=2)[C@@H:9]([NH:18][C:19]2[N:24]=[C:23]([CH2:25][C:26]3[CH:31]=[C:30]([C:32]([F:35])([F:34])[F:33])[CH:29]=[C:28]([C:36]([F:39])([F:38])[F:37])[CH:27]=3)[C:22](C(O)=O)=[CH:21][N:20]=2)[CH2:8][C@H:7]1[CH2:43][CH3:44])=[O:5])[CH3:2].C([N:47]([CH2:50]C)CC)C.C1(P(N=[N+]=[N-])(C2C=CC=CC=2)=[O:59])C=CC=CC=1.[C:69](=O)([O-])[OH:70].[Na+]. Given the product [CH2:1]([O:3][C:4]([N:6]1[C:15]2[C:10](=[N:11][C:12]([O:16][CH3:17])=[CH:13][CH:14]=2)[C@@H:9]([NH:18][C:19]2[N:20]=[C:21]([N:47]=[C:50]=[O:59])[C:22]([O:70][CH3:69])=[C:23]([CH2:25][C:26]3[CH:27]=[C:28]([C:36]([F:39])([F:37])[F:38])[CH:29]=[C:30]([C:32]([F:34])([F:35])[F:33])[CH:31]=3)[N:24]=2)[CH2:8][C@H:7]1[CH2:43][CH3:44])=[O:5])[CH3:2], predict the reactants needed to synthesize it. (2) Given the product [Br:1][C:2]1[C:3]([C:7]2[CH:12]=[CH:11][N:10]=[CH:9][CH:8]=2)=[N:4][N:5]([C:16]2[CH:23]=[CH:22][C:19]([C:20]#[N:21])=[CH:18][N:17]=2)[CH:6]=1, predict the reactants needed to synthesize it. The reactants are: [Br:1][C:2]1[C:3]([C:7]2[CH:12]=[CH:11][N:10]=[CH:9][CH:8]=2)=[N:4][NH:5][CH:6]=1.[H-].[Na+].Cl[C:16]1[CH:23]=[CH:22][C:19]([C:20]#[N:21])=[CH:18][N:17]=1. (3) Given the product [CH:10]1([NH:9][C:7](=[O:8])[C:6]2[CH:13]=[C:2](/[CH:24]=[CH:25]/[CH2:26][O:27][CH3:28])[CH:3]=[C:4]([CH3:15])[C:5]=2[CH3:14])[CH2:12][CH2:11]1, predict the reactants needed to synthesize it. The reactants are: Br[C:2]1[CH:3]=[C:4]([CH3:15])[C:5]([CH3:14])=[C:6]([CH:13]=1)[C:7]([NH:9][CH:10]1[CH2:12][CH2:11]1)=[O:8].CC1(C)C(C)(C)OB(/[CH:24]=[CH:25]/[CH2:26][O:27][CH3:28])O1.CN(C=O)C.C([O-])([O-])=O.[Na+].[Na+]. (4) Given the product [CH:15]1([CH2:18][CH2:19][NH:20][C:21]([C:23]2[N:24]=[N:25][C:26]([N:29]3[CH2:34][CH2:33][N:32]([C:6](=[O:7])[C:5]4[CH:9]=[CH:10][C:2]([F:1])=[CH:3][C:4]=4[C:11]([F:14])([F:13])[F:12])[CH2:31][CH2:30]3)=[CH:27][CH:28]=2)=[O:22])[CH2:17][CH2:16]1, predict the reactants needed to synthesize it. The reactants are: [F:1][C:2]1[CH:10]=[CH:9][C:5]([C:6](Cl)=[O:7])=[C:4]([C:11]([F:14])([F:13])[F:12])[CH:3]=1.[CH:15]1([CH2:18][CH2:19][NH:20][C:21]([C:23]2[N:24]=[N:25][C:26]([N:29]3[CH2:34][CH2:33][NH:32][CH2:31][CH2:30]3)=[CH:27][CH:28]=2)=[O:22])[CH2:17][CH2:16]1. (5) Given the product [Br:4][C:5]1[CH:6]=[C:7]2[C:12](=[C:13]([N:15]3[CH2:16][CH2:17][N:18]([C:21]([O:23][C:24]([CH3:25])([CH3:27])[CH3:26])=[O:22])[CH2:19][CH2:20]3)[CH:14]=1)[N:11]=[C:10]([CH:28]=[O:2])[CH:9]=[CH:8]2, predict the reactants needed to synthesize it. The reactants are: [Se](=O)=[O:2].[Br:4][C:5]1[CH:6]=[C:7]2[C:12](=[C:13]([N:15]3[CH2:20][CH2:19][N:18]([C:21]([O:23][C:24]([CH3:27])([CH3:26])[CH3:25])=[O:22])[CH2:17][CH2:16]3)[CH:14]=1)[N:11]=[C:10]([CH3:28])[CH:9]=[CH:8]2. (6) Given the product [CH3:1][O:2][C:3]1[CH:25]=[CH:24][CH:23]=[CH:22][C:4]=1[CH2:5][O:6][C:7]1[CH:8]=[CH:9][C:10]([C:13](=[O:21])[CH2:14][CH2:15][C:16]([OH:18])=[O:17])=[CH:11][CH:12]=1, predict the reactants needed to synthesize it. The reactants are: [CH3:1][O:2][C:3]1[CH:25]=[CH:24][CH:23]=[CH:22][C:4]=1[CH2:5][O:6][C:7]1[CH:12]=[CH:11][C:10]([C:13](=[O:21])[CH2:14][CH2:15][C:16]([O:18]CC)=[O:17])=[CH:9][CH:8]=1.[OH-].[Na+].Cl.